From a dataset of Reaction yield outcomes from USPTO patents with 853,638 reactions. Predict the reaction yield, written as a fraction of the theoretical maximum amount of product (1.0 means a 100% yield; for example, 0.34 means a 34% yield). (1) The reactants are C([O:8][C:9]1[CH:10]=[CH:11][C:12]([CH2:15][N:16]2[C:24]3[C:19](=[CH:20][CH:21]=[CH:22][CH:23]=3)[C:18]3([C:36]4[C:27](=[CH:28][C:29]5[O:34][CH2:33][CH2:32][O:31][C:30]=5[C:35]=4[F:37])[O:26][CH2:25]3)[C:17]2=[O:38])=[N:13][CH:14]=1)C1C=CC=CC=1. The catalyst is [Pd].C(O)(=O)C.CO. The product is [F:37][C:35]1[C:30]2[O:31][CH2:32][CH2:33][O:34][C:29]=2[CH:28]=[C:27]2[O:26][CH2:25][C:18]3([C:19]4[C:24](=[CH:23][CH:22]=[CH:21][CH:20]=4)[N:16]([CH2:15][C:12]4[CH:11]=[CH:10][C:9]([OH:8])=[CH:14][N:13]=4)[C:17]3=[O:38])[C:36]=12. The yield is 0.460. (2) The catalyst is C(O)(C)(C)C.CC([O-])=O.CC([O-])=O.[Pd+2]. The product is [CH2:1]([O:8][C:9]([NH:11][C:12]1[C:13]([C:23]([OH:25])=[O:24])=[N:14][C:15]2[C:20]([CH:21]=1)=[CH:19][CH:18]=[C:17]([N:31]1[CH2:32][CH2:33][NH:28][C:29](=[O:34])[CH2:30]1)[CH:16]=2)=[O:10])[C:2]1[CH:7]=[CH:6][CH:5]=[CH:4][CH:3]=1. The reactants are [CH2:1]([O:8][C:9]([NH:11][C:12]1[C:13]([C:23]([O:25]CC)=[O:24])=[N:14][C:15]2[C:20]([CH:21]=1)=[CH:19][CH:18]=[C:17](Br)[CH:16]=2)=[O:10])[C:2]1[CH:7]=[CH:6][CH:5]=[CH:4][CH:3]=1.[NH:28]1[CH2:33][CH2:32][NH:31][CH2:30][C:29]1=[O:34].C1(P(C2CCCCC2)C2C=CC=CC=2C2C(OC(C)C)=CC=CC=2OC(C)C)CCCCC1.[O-]P([O-])([O-])=O.[K+].[K+].[K+]. The yield is 0.0690. (3) The reactants are O=C1C2C=CC=CC=2C(=O)[N:3]1[CH2:12][C@H:13]([NH:21][C:22]1[S:26][C:25]([C:27]2[CH:28]=[CH:29][C:30]3[CH:31]=[N:32][CH:33]=[C:34]([C:37]#[N:38])[C:35]=3[N:36]=2)=[N:24][N:23]=1)[CH2:14][C:15]1[CH:20]=[CH:19][CH:18]=[CH:17][CH:16]=1.BrC1C2N=C(C3SC(N[C@H](CC4C=CC=CC=4)CN4C(=O)C5C=CC=CC=5C4=O)=NN=3)C=CC=2C=NC=1.[Cu](C#N)C#N. The catalyst is CN(C)C=O. The product is [NH2:3][CH2:12][C@H:13]([NH:21][C:22]1[S:26][C:25]([C:27]2[CH:28]=[CH:29][C:30]3[CH:31]=[N:32][CH:33]=[C:34]([C:37]#[N:38])[C:35]=3[N:36]=2)=[N:24][N:23]=1)[CH2:14][C:15]1[CH:20]=[CH:19][CH:18]=[CH:17][CH:16]=1. The yield is 0.450. (4) The reactants are [F:1][C:2]1[CH:7]=[C:6]([C:8]2[C:9]3[C:10]4[CH:23]=[CH:22][S:21][C:11]=4[C:12](=[O:20])[NH:13][C:14]=3[CH:15]=[CH:16][C:17]=2[O:18]C)[CH:5]=[CH:4][C:3]=1[S:24]([NH:27][CH2:28][CH2:29]O)(=[O:26])=[O:25].[Br:31]B(Br)Br. No catalyst specified. The product is [Br:31][CH2:29][CH2:28][NH:27][S:24]([C:3]1[CH:4]=[CH:5][C:6]([C:8]2[C:9]3[C:10]4[CH:23]=[CH:22][S:21][C:11]=4[C:12](=[O:20])[NH:13][C:14]=3[CH:15]=[CH:16][C:17]=2[OH:18])=[CH:7][C:2]=1[F:1])(=[O:26])=[O:25]. The yield is 0.810. (5) The reactants are N12CCCN=C1CCCCC2.Cl.[CH3:13][NH:14][CH2:15][C:16]1[CH:24]=[CH:23][CH:22]=[C:21]2[C:17]=1[CH2:18][N:19]([CH:26]1[CH2:31][CH2:30][C:29](=[O:32])[NH:28][C:27]1=[O:33])[C:20]2=[O:25].ON1C2C=CC=CC=2N=N1.[C:44]([NH:51][CH2:52][CH2:53][C:54]([OH:56])=O)([O:46][C:47]([CH3:50])([CH3:49])[CH3:48])=[O:45].Cl.CN(C)CCCN=C=NCC. The catalyst is CC#N. The product is [C:47]([O:46][C:44](=[O:45])[NH:51][CH2:52][CH2:53][C:54](=[O:56])[N:14]([CH2:15][C:16]1[CH:24]=[CH:23][CH:22]=[C:21]2[C:17]=1[CH2:18][N:19]([CH:26]1[CH2:31][CH2:30][C:29](=[O:32])[NH:28][C:27]1=[O:33])[C:20]2=[O:25])[CH3:13])([CH3:48])([CH3:49])[CH3:50]. The yield is 0.760. (6) The reactants are [Cl:1][C:2]1[CH:11]=[C:10]([CH3:12])[C:9]([N+:13]([O-])=O)=[CH:8][C:3]=1[C:4]([O:6][CH3:7])=[O:5]. The catalyst is [Pd]. The product is [NH2:13][C:9]1[C:10]([CH3:12])=[CH:11][C:2]([Cl:1])=[C:3]([CH:8]=1)[C:4]([O:6][CH3:7])=[O:5]. The yield is 0.950.